From a dataset of Peptide-MHC class II binding affinity with 134,281 pairs from IEDB. Regression. Given a peptide amino acid sequence and an MHC pseudo amino acid sequence, predict their binding affinity value. This is MHC class II binding data. (1) The peptide sequence is MKVVNRWLFRHLARE. The MHC is DRB1_1301 with pseudo-sequence DRB1_1301. The binding affinity (normalized) is 0.936. (2) The peptide sequence is ASATAGTTVYGAFAA. The MHC is HLA-DPA10103-DPB10601 with pseudo-sequence HLA-DPA10103-DPB10601. The binding affinity (normalized) is 0.0895.